From a dataset of Full USPTO retrosynthesis dataset with 1.9M reactions from patents (1976-2016). Predict the reactants needed to synthesize the given product. (1) Given the product [ClH:28].[F:27][C:15]1[C:16]([F:26])=[C:17]([S:20]([CH:23]([CH3:25])[CH3:24])(=[O:21])=[O:22])[CH:18]=[CH:19][C:14]=1[N:11]1[CH2:10][CH2:9][NH:8][CH2:13][CH2:12]1, predict the reactants needed to synthesize it. The reactants are: C(OC([N:8]1[CH2:13][CH2:12][N:11]([C:14]2[CH:19]=[CH:18][C:17]([S:20]([CH:23]([CH3:25])[CH3:24])(=[O:22])=[O:21])=[C:16]([F:26])[C:15]=2[F:27])[CH2:10][CH2:9]1)=O)(C)(C)C.[ClH:28]. (2) Given the product [Cl:34][C:35]1[C:36]([C:37]([N:66]2[CH2:65][CH2:64][C:63]([C:40]3[CH:36]=[CH:35][CH:43]=[C:42]([F:44])[CH:41]=3)([CH2:14][CH2:15][N:16]3[C@H:17]4[CH2:23][CH2:22][C@@H:21]3[CH2:20][CH:19]([N:24]3[C:28]5[CH:29]=[CH:30][CH:31]=[CH:32][C:27]=5[N:26]=[C:25]3[CH3:33])[CH2:18]4)[CH2:62][CH2:61]2)=[O:39])=[CH:40][C:41]([S:45]([NH:48][CH2:49][CH2:50][CH3:51])(=[O:47])=[O:46])=[C:42]([F:44])[CH:43]=1, predict the reactants needed to synthesize it. The reactants are: FC1C=C(C2CCN([CH2:14][CH2:15][N:16]3[C@H:21]4[CH2:22][CH2:23][C@@H:17]3[CH2:18][CH:19]([N:24]3[C:28]5[CH:29]=[CH:30][CH:31]=[CH:32][C:27]=5[N:26]=[C:25]3[CH3:33])[CH2:20]4)CC2)C=CC=1.[Cl:34][C:35]1[CH:43]=[C:42]([F:44])[C:41]([S:45]([NH:48][CH2:49][CH2:50][CH3:51])(=[O:47])=[O:46])=[CH:40][C:36]=1[C:37]([OH:39])=O.CN(C(ON1N=N[C:62]2[CH:63]=[CH:64][CH:65]=[N:66][C:61]1=2)=[N+](C)C)C.F[P-](F)(F)(F)(F)F. (3) Given the product [C:1]([O:5][C:6]([NH:8][C@H:9]([C:23]([O:25][CH3:26])=[O:24])[CH2:10][C:11]1[CH:16]=[CH:15][C:14]([CH2:17][CH2:18][CH2:19][C:20](=[O:22])[CH3:21])=[CH:13][N:12]=1)=[O:7])([CH3:4])([CH3:2])[CH3:3], predict the reactants needed to synthesize it. The reactants are: [C:1]([O:5][C:6]([NH:8][C@H:9]([C:23]([O:25][CH3:26])=[O:24])[CH2:10][C:11]1[CH:16]=[CH:15][C:14]([CH2:17][CH2:18][CH2:19][CH:20]([OH:22])[CH3:21])=[CH:13][N:12]=1)=[O:7])([CH3:4])([CH3:3])[CH3:2].[Cr](O[Cr]([O-])(=O)=O)([O-])(=O)=O.[NH+]1C=CC=CC=1.[NH+]1C=CC=CC=1. (4) Given the product [OH:6][CH2:7][C:8]([C:10]1[CH:15]=[CH:14][C:13]([NH:16][C:17]([CH:19]2[NH:23][CH:22]([CH2:24][C:25]([CH3:28])([CH3:27])[CH3:26])[C:21]3([C:36]4[C:31](=[CH:32][C:33]([Cl:37])=[CH:34][CH:35]=4)[NH:30][C:29]3=[O:38])[CH:20]2[C:39]2[CH:44]=[CH:43][CH:42]=[C:41]([Cl:45])[C:40]=2[F:46])=[O:18])=[CH:12][CH:11]=1)=[O:9], predict the reactants needed to synthesize it. The reactants are: C([Si](C)(C)[O:6][CH2:7][C:8]([C:10]1[CH:15]=[CH:14][C:13]([NH:16][C:17]([CH:19]2[NH:23][CH:22]([CH2:24][C:25]([CH3:28])([CH3:27])[CH3:26])[C:21]3([C:36]4[C:31](=[CH:32][C:33]([Cl:37])=[CH:34][CH:35]=4)[NH:30][C:29]3=[O:38])[CH:20]2[C:39]2[CH:44]=[CH:43][CH:42]=[C:41]([Cl:45])[C:40]=2[F:46])=[O:18])=[CH:12][CH:11]=1)=[O:9])(C)(C)C.Cl. (5) Given the product [CH:28]1([N:19]([C:20]2[CH:25]=[CH:24][C:23]([F:26])=[C:22]([F:27])[CH:21]=2)[C:17](=[O:18])[N:16]([CH3:35])[C:14]2[S:15][C:11]([S:8]([NH:7][CH2:6][CH2:5][C:4]([OH:3])=[O:34])(=[O:9])=[O:10])=[CH:12][N:13]=2)[CH2:32][CH2:31][CH2:30][CH2:29]1, predict the reactants needed to synthesize it. The reactants are: C([O:3][C:4](=[O:34])[CH2:5][CH2:6][NH:7][S:8]([C:11]1[S:15][C:14]([NH:16][C:17]([N:19]([CH2:28][CH:29]2C[CH2:32][CH2:31][CH2:30]2)[C:20]2[CH:25]=[CH:24][C:23]([F:26])=[C:22]([F:27])[CH:21]=2)=[O:18])=[N:13][CH:12]=1)(=[O:10])=[O:9])C.[CH:35]1(CN(C2C=CC(F)=C(F)C=2)C(=O)NC2SC=C(CC(O)=O)N=2)CCCC1.FC1C=C(C=CC=1F)N.C1(C=O)CCCC1.C(OC(=O)CCNS(C1SC(N)=NC=1)(=O)=O)C.COC([C@@H]1CCCN1S(C1SC(N)=NC=1)(=O)=O)=O. (6) Given the product [ClH:1].[ClH:1].[F:43][C:44]1[CH:45]=[C:46]([NH:71][C:30](=[O:31])[CH2:29][C:33]([NH:35][C:36]2[CH:41]=[CH:40][C:39]([F:42])=[CH:38][CH:37]=2)=[O:34])[CH:47]=[CH:48][C:49]=1[O:50][C:51]1[C:56]2=[C:57]([CH3:70])[C:58]([O:60][CH2:61][CH2:62][N:63]3[CH2:64][CH2:65][N:66]([CH3:69])[CH2:67][CH2:68]3)=[CH:59][N:55]2[N:54]=[CH:53][N:52]=1, predict the reactants needed to synthesize it. The reactants are: [ClH:1].FC1C=C([CH:29]([C:33]([NH:35][C:36]2[CH:41]=[CH:40][C:39]([F:42])=[CH:38][CH:37]=2)=[O:34])[C:30](N)=[O:31])C=CC=1OC1C2=C(C)C(OCCN3CCOCC3)=CN2N=CN=1.[F:43][C:44]1[CH:45]=[C:46]([NH2:71])[CH:47]=[CH:48][C:49]=1[O:50][C:51]1[C:56]2=[C:57]([CH3:70])[C:58]([O:60][CH2:61][CH2:62][N:63]3[CH2:68][CH2:67][N:66]([CH3:69])[CH2:65][CH2:64]3)=[CH:59][N:55]2[N:54]=[CH:53][N:52]=1. (7) Given the product [C:44]([C:43]1[CH:42]=[CH:41][C:40]([CH2:39][C@@H:38]([NH:37][C:25]([C:21]2[C:17]3[N:18]=[CH:19][N:20]=[C:15]([C:7]4[C:8]5[O:12][CH2:11][O:10][C:9]=5[CH:13]=[CH:14][C:6]=4[O:5][CH2:4][CH:1]4[CH2:2][CH2:3]4)[C:16]=3[NH:23][C:22]=2[CH3:24])=[O:27])[C:48]([N:50]2[CH2:55][CH2:54][CH:53]([N:56]3[N:65]=[C:64]([C:66]4[CH:71]=[CH:70][C:69]([O:72][CH3:73])=[C:68]([O:74][CH3:75])[CH:67]=4)[C@@H:63]4[C@@H:58]([CH2:59][CH2:60][CH2:61][CH2:62]4)[C:57]3=[O:76])[CH2:52][CH2:51]2)=[O:49])=[CH:47][CH:46]=1)#[N:45], predict the reactants needed to synthesize it. The reactants are: [CH:1]1([CH2:4][O:5][C:6]2[CH:14]=[CH:13][C:9]3[O:10][CH2:11][O:12][C:8]=3[C:7]=2[C:15]2[C:16]3[NH:23][C:22]([CH3:24])=[C:21]([C:25]([OH:27])=O)[C:17]=3[N:18]=[CH:19][N:20]=2)[CH2:3][CH2:2]1.CCN(C(C)C)C(C)C.[NH2:37][C@@H:38]([C:48]([N:50]1[CH2:55][CH2:54][CH:53]([N:56]2[N:65]=[C:64]([C:66]3[CH:71]=[CH:70][C:69]([O:72][CH3:73])=[C:68]([O:74][CH3:75])[CH:67]=3)[C@@H:63]3[C@@H:58]([CH2:59][CH2:60][CH2:61][CH2:62]3)[C:57]2=[O:76])[CH2:52][CH2:51]1)=[O:49])[CH2:39][C:40]1[CH:47]=[CH:46][C:43]([C:44]#[N:45])=[CH:42][CH:41]=1.CCOC(C(C#N)=NOC(N1CCOCC1)=[N+](C)C)=O.F[P-](F)(F)(F)(F)F.C(=O)(O)[O-].[Na+].